This data is from Catalyst prediction with 721,799 reactions and 888 catalyst types from USPTO. The task is: Predict which catalyst facilitates the given reaction. (1) Reactant: [CH2:1]([NH:8][C@@H:9]([CH3:16])[C:10]1[CH:15]=[CH:14][CH:13]=[CH:12][CH:11]=1)[C:2]1[CH:7]=[CH:6][CH:5]=[CH:4][CH:3]=1.[Li]CCCC.[C:22]([O:29][CH2:30][CH3:31])(=[O:28])/[CH:23]=[CH:24]/[CH2:25][CH2:26][CH3:27].[NH4+].[Cl-]. Product: [CH2:30]([O:29][C:22](=[O:28])[CH2:23][C@@H:24]([N:8]([CH2:1][C:2]1[CH:7]=[CH:6][CH:5]=[CH:4][CH:3]=1)[C@H:9]([C:10]1[CH:15]=[CH:14][CH:13]=[CH:12][CH:11]=1)[CH3:16])[CH2:25][CH2:26][CH3:27])[CH3:31]. The catalyst class is: 1. (2) Reactant: C([O:3][C:4]([C:6]1([C:9]2[CH:14]=[CH:13][C:12]([C:15]3[CH:20]=[CH:19][C:18]([C:21]4[S:22][C:23]([F:38])=[CH:24][C:25]=4[NH:26][C:27]([O:29][CH:30]([C:32]4[CH:36]=[CH:35][S:34][C:33]=4[CH3:37])[CH3:31])=[O:28])=[CH:17][CH:16]=3)=[CH:11][CH:10]=2)[CH2:8][CH2:7]1)=[O:5])C.[OH-].[Na+].Cl. Product: [F:38][C:23]1[S:22][C:21]([C:18]2[CH:19]=[CH:20][C:15]([C:12]3[CH:11]=[CH:10][C:9]([C:6]4([C:4]([OH:5])=[O:3])[CH2:8][CH2:7]4)=[CH:14][CH:13]=3)=[CH:16][CH:17]=2)=[C:25]([NH:26][C:27]([O:29][CH:30]([C:32]2[CH:36]=[CH:35][S:34][C:33]=2[CH3:37])[CH3:31])=[O:28])[CH:24]=1. The catalyst class is: 32. (3) Reactant: [Cl:1][C:2]1[CH:3]=[CH:4][C:5]([O:26][CH2:27][CH:28]([CH3:30])[CH3:29])=[C:6]([CH2:8][C:9]2[O:10][CH:11]=[C:12]([C:14]3[NH:18][C:17]4[CH:19]=[CH:20][C:21]([CH2:23][CH2:24][OH:25])=[CH:22][C:16]=4[N:15]=3)[N:13]=2)[CH:7]=1.CC(OI1(OC(C)=O)(OC(C)=O)OC(=O)C2C=CC=CC1=2)=O. Product: [Cl:1][C:2]1[CH:3]=[CH:4][C:5]([O:26][CH2:27][CH:28]([CH3:30])[CH3:29])=[C:6]([CH2:8][C:9]2[O:10][CH:11]=[C:12]([C:14]3[NH:18][C:17]4[CH:19]=[CH:20][C:21]([CH2:23][CH:24]=[O:25])=[CH:22][C:16]=4[N:15]=3)[N:13]=2)[CH:7]=1. The catalyst class is: 76.